Dataset: NCI-60 drug combinations with 297,098 pairs across 59 cell lines. Task: Regression. Given two drug SMILES strings and cell line genomic features, predict the synergy score measuring deviation from expected non-interaction effect. Drug 1: C1=CC(=CC=C1CCC2=CNC3=C2C(=O)NC(=N3)N)C(=O)NC(CCC(=O)O)C(=O)O. Drug 2: CN(C)C1=NC(=NC(=N1)N(C)C)N(C)C. Cell line: M14. Synergy scores: CSS=20.7, Synergy_ZIP=2.20, Synergy_Bliss=0.747, Synergy_Loewe=-20.4, Synergy_HSA=-1.84.